The task is: Predict which catalyst facilitates the given reaction.. This data is from Catalyst prediction with 721,799 reactions and 888 catalyst types from USPTO. (1) Reactant: Cl[C:2]1[C:3]2[N:10]([CH3:11])[CH:9]=[CH:8][C:4]=2[N:5]=[CH:6][N:7]=1.[NH2:12][C:13]1[CH:32]=[CH:31][C:16]([O:17][C:18]2[CH:19]=[CH:20][C:21]3[N:22]([N:24]=[CH:25][C:26]=3[C:27]([O:29][CH3:30])=[O:28])[CH:23]=2)=[C:15]([Cl:33])[CH:14]=1.C(=O)([O-])O.[Na+]. Product: [Cl:33][C:15]1[CH:14]=[C:13]([NH:12][C:2]2[C:3]3[N:10]([CH3:11])[CH:9]=[CH:8][C:4]=3[N:5]=[CH:6][N:7]=2)[CH:32]=[CH:31][C:16]=1[O:17][C:18]1[CH:19]=[CH:20][C:21]2[N:22]([N:24]=[CH:25][C:26]=2[C:27]([O:29][CH3:30])=[O:28])[CH:23]=1. The catalyst class is: 60. (2) Reactant: C(N(C(C)C)CC)(C)C.Cl.[CH3:11][O:12][C:13](=[O:17])[C@H:14]([NH2:16])[CH3:15].C(Cl)CCl.[C:22]([NH:32][C@H:33]([C:36](O)=[O:37])[CH2:34][OH:35])([O:24][CH2:25][C:26]1[CH:31]=[CH:30][CH:29]=[CH:28][CH:27]=1)=[O:23]. Product: [CH3:11][O:12][C:13](=[O:17])[C@H:14]([NH:16][C:34](=[O:35])[C@@H:33]([NH:32][C:22]([O:24][CH2:25][C:26]1[CH:31]=[CH:30][CH:29]=[CH:28][CH:27]=1)=[O:23])[CH2:36][OH:37])[CH3:15]. The catalyst class is: 2. (3) Reactant: [C:1]([O:5][C@@H:6]([C:10]1[C:34]([CH3:35])=[CH:33][C:13]2[N:14]=[C:15]([N:17]3[CH2:22][CH2:21][O:20][C@@H:19]([C:23]4[CH:24]=[C:25]5[C:29](=[CH:30][CH:31]=4)[N:28]([CH3:32])[N:27]=[CH:26]5)[CH2:18]3)[S:16][C:12]=2[C:11]=1[C:36]1[CH:41]=[CH:40][C:39]([Cl:42])=[CH:38][CH:37]=1)[C:7]([OH:9])=[O:8])([CH3:4])([CH3:3])[CH3:2].[C:43]([O:47][C@@H:48]([C:52]1[C:76]([CH3:77])=[CH:75][C:55]2[N:56]=[C:57]([N:59]3[CH2:64][CH2:63][O:62][CH:61]([C:65]4[CH:66]=[C:67]5[C:71](=[CH:72][CH:73]=4)[N:70]([CH3:74])[N:69]=[CH:68]5)[CH2:60]3)[S:58][C:54]=2[C:53]=1[C:78]1[CH:83]=[CH:82][C:81]([Cl:84])=[CH:80][CH:79]=1)[C:49]([OH:51])=[O:50])([CH3:46])([CH3:45])[CH3:44]. Product: [C:1]([O:5][C@@H:6]([C:10]1[C:34]([CH3:35])=[CH:33][C:13]2[N:14]=[C:15]([N:17]3[CH2:22][CH2:21][O:20][C@H:19]([C:23]4[CH:24]=[C:25]5[C:29](=[CH:30][CH:31]=4)[N:28]([CH3:32])[N:27]=[CH:26]5)[CH2:18]3)[S:16][C:12]=2[C:11]=1[C:36]1[CH:37]=[CH:38][C:39]([Cl:42])=[CH:40][CH:41]=1)[C:7]([OH:9])=[O:8])([CH3:4])([CH3:2])[CH3:3].[C:43]([O:47][C@@H:48]([C:52]1[C:76]([CH3:77])=[CH:75][C:55]2[N:56]=[C:57]([N:59]3[CH2:64][CH2:63][O:62][C@@H:61]([C:65]4[CH:66]=[C:67]5[C:71](=[CH:72][CH:73]=4)[N:70]([CH3:74])[N:69]=[CH:68]5)[CH2:60]3)[S:58][C:54]=2[C:53]=1[C:78]1[CH:79]=[CH:80][C:81]([Cl:84])=[CH:82][CH:83]=1)[C:49]([OH:51])=[O:50])([CH3:46])([CH3:44])[CH3:45]. The catalyst class is: 15. (4) The catalyst class is: 195. Reactant: [Br:1][C:2]1[C:3]([C:8]([F:11])([F:10])[F:9])=[N:4][NH:5][C:6]=1[CH3:7].C([O-])([O-])=O.[K+].[K+].Cl[CH2:19][C:20]([N:22]1[CH2:27][CH2:26][N:25]([C:28]2[CH:33]=[CH:32][C:31]([F:34])=[CH:30][CH:29]=2)[CH2:24][CH2:23]1)=[O:21].CN(C=O)C. Product: [F:34][C:31]1[CH:30]=[CH:29][C:28]([N:25]2[CH2:24][CH2:23][N:22]([C:20](=[O:21])[CH2:19][N:5]3[C:6]([CH3:7])=[C:2]([Br:1])[C:3]([C:8]([F:9])([F:11])[F:10])=[N:4]3)[CH2:27][CH2:26]2)=[CH:33][CH:32]=1. (5) Reactant: COC1C=CC(P2(SP(C3C=CC(OC)=CC=3)(=S)S2)=[S:10])=CC=1.[Br:23][C:24]1[C:29](=O)[N:28]([CH3:31])[C:27]2[N:32]([C:35]3[C:40]([F:41])=[CH:39][CH:38]=[CH:37][C:36]=3[F:42])[N:33]=[CH:34][C:26]=2[CH:25]=1. Product: [Br:23][C:24]1[C:29](=[S:10])[N:28]([CH3:31])[C:27]2[N:32]([C:35]3[C:40]([F:41])=[CH:39][CH:38]=[CH:37][C:36]=3[F:42])[N:33]=[CH:34][C:26]=2[CH:25]=1. The catalyst class is: 11. (6) Product: [NH2:16][CH2:15][CH2:14][C@H:13]([OH:17])[CH2:12][N:3]1[C:4](=[O:11])[C:5]2[C:10](=[CH:9][CH:8]=[CH:7][CH:6]=2)[C:2]1=[O:1]. The catalyst class is: 867. Reactant: [O:1]=[C:2]1[C:10]2[C:5](=[CH:6][CH:7]=[CH:8][CH:9]=2)[C:4](=[O:11])[N:3]1[CH2:12][C@@H:13]([OH:17])[CH2:14][C:15]#[N:16].Cl. (7) Reactant: C([Si](C)(C)[O:6][CH2:7][C:8]([N:11]1[C:19]2[C:18]([F:20])=[CH:17][N:16]=[CH:15][C:14]=2[C:13]([C:21]([C:23]2[CH:24]=[C:25]([NH:29][C:30](=[O:41])[CH2:31][N:32]3[CH:36]=[C:35]([C:37]([F:40])([F:39])[F:38])[CH:34]=[N:33]3)[CH:26]=[N:27][CH:28]=2)=[O:22])=[CH:12]1)([CH3:10])[CH3:9])(C)(C)C. Product: [F:20][C:18]1[C:19]2[N:11]([C:8]([CH3:9])([CH3:10])[CH2:7][OH:6])[CH:12]=[C:13]([C:21]([C:23]3[CH:24]=[C:25]([NH:29][C:30](=[O:41])[CH2:31][N:32]4[CH:36]=[C:35]([C:37]([F:38])([F:39])[F:40])[CH:34]=[N:33]4)[CH:26]=[N:27][CH:28]=3)=[O:22])[C:14]=2[CH:15]=[N:16][CH:17]=1. The catalyst class is: 1. (8) Reactant: [C:1]([C:9]1[CH:10]=[C:11]([CH:18]=[C:19]([CH2:21]Br)[CH:20]=1)[C:12]([N:14]([O:16][CH3:17])[CH3:15])=[O:13])(=[O:8])[C:2]1[CH:7]=[CH:6][CH:5]=[CH:4][CH:3]=1.[NH:23]1[CH:27]=[N:26][CH:25]=[N:24]1.C([O-])([O-])=O.[K+].[K+]. The catalyst class is: 10. Product: [C:1]([C:9]1[CH:10]=[C:11]([CH:18]=[C:19]([CH2:21][N:23]2[CH:27]=[N:26][CH:25]=[N:24]2)[CH:20]=1)[C:12]([N:14]([O:16][CH3:17])[CH3:15])=[O:13])(=[O:8])[C:2]1[CH:7]=[CH:6][CH:5]=[CH:4][CH:3]=1.